Dataset: Peptide-MHC class I binding affinity with 185,985 pairs from IEDB/IMGT. Task: Regression. Given a peptide amino acid sequence and an MHC pseudo amino acid sequence, predict their binding affinity value. This is MHC class I binding data. (1) The peptide sequence is TLPGCLIIL. The MHC is HLA-A02:11 with pseudo-sequence HLA-A02:11. The binding affinity (normalized) is 0.219. (2) The peptide sequence is RVWRGEQGK. The MHC is HLA-B73:01 with pseudo-sequence YHTEYRNICAKTDVGNLYWTYNFYTWAVLAYEWH. The binding affinity (normalized) is 0.0847. (3) The peptide sequence is FKRKGGIGGY. The MHC is HLA-A11:01 with pseudo-sequence HLA-A11:01. The binding affinity (normalized) is 0. (4) The peptide sequence is ILSVSSFLFV. The MHC is HLA-A02:03 with pseudo-sequence HLA-A02:03. The binding affinity (normalized) is 0.728. (5) The peptide sequence is EVLKAMSLY. The MHC is HLA-A02:19 with pseudo-sequence HLA-A02:19. The binding affinity (normalized) is 0.0847. (6) The binding affinity (normalized) is 0.392. The MHC is HLA-B51:01 with pseudo-sequence HLA-B51:01. The peptide sequence is FGVRPQVPL.